From a dataset of Full USPTO retrosynthesis dataset with 1.9M reactions from patents (1976-2016). Predict the reactants needed to synthesize the given product. Given the product [C:1]([O:5][C:6]([N:8]1[CH2:13][CH2:12][CH:11]([C:14]2[S:15][CH:16]=[C:17]([CH2:19][O:31][C:28]3[CH:27]=[CH:26][C:25]([S:22]([CH3:21])(=[O:24])=[O:23])=[CH:30][CH:29]=3)[N:18]=2)[CH2:10][CH2:9]1)=[O:7])([CH3:4])([CH3:3])[CH3:2], predict the reactants needed to synthesize it. The reactants are: [C:1]([O:5][C:6]([N:8]1[CH2:13][CH2:12][CH:11]([C:14]2[S:15][CH:16]=[C:17]([CH2:19]Cl)[N:18]=2)[CH2:10][CH2:9]1)=[O:7])([CH3:4])([CH3:3])[CH3:2].[CH3:21][S:22]([C:25]1[CH:30]=[CH:29][C:28]([OH:31])=[CH:27][CH:26]=1)(=[O:24])=[O:23].C([O-])([O-])=O.[K+].[K+].